From a dataset of Full USPTO retrosynthesis dataset with 1.9M reactions from patents (1976-2016). Predict the reactants needed to synthesize the given product. Given the product [Br:11][C:12]1[CH:13]=[CH:14][C:15]([C:18]([NH:1][C:2]2[CH:3]=[CH:4][C:5]([F:10])=[C:6]([CH2:8][OH:9])[CH:7]=2)=[O:19])=[N:16][CH:17]=1, predict the reactants needed to synthesize it. The reactants are: [NH2:1][C:2]1[CH:3]=[CH:4][C:5]([F:10])=[C:6]([CH2:8][OH:9])[CH:7]=1.[Br:11][C:12]1[CH:13]=[CH:14][C:15]([C:18](O)=[O:19])=[N:16][CH:17]=1.CN(C(ON1N=NC2C=CC=NC1=2)=[N+](C)C)C.F[P-](F)(F)(F)(F)F.CCN(C(C)C)C(C)C.